This data is from Full USPTO retrosynthesis dataset with 1.9M reactions from patents (1976-2016). The task is: Predict the reactants needed to synthesize the given product. (1) Given the product [Br:32][C:29]1[C:28](=[O:33])[N:27]([CH:34]2[CH2:38][CH2:37][CH2:36][CH2:35]2)[C:25]2[N:26]=[C:21]([NH:20][C:17]3[CH:16]=[N:15][C:14]([N:11]4[CH2:12][CH2:13][NH:8][CH2:9][CH2:10]4)=[CH:19][CH:18]=3)[N:22]=[CH:23][C:24]=2[C:30]=1[CH3:31], predict the reactants needed to synthesize it. The reactants are: C(OC([N:8]1[CH2:13][CH2:12][N:11]([C:14]2[CH:19]=[CH:18][C:17]([NH:20][C:21]3[N:22]=[CH:23][C:24]4[C:30]([CH3:31])=[C:29]([Br:32])[C:28](=[O:33])[N:27]([CH:34]5[CH2:38][CH2:37][CH2:36][CH2:35]5)[C:25]=4[N:26]=3)=[CH:16][N:15]=2)[CH2:10][CH2:9]1)=O)(C)(C)C. (2) Given the product [CH2:22]([N:17]([CH2:18][CH2:19][O:20][CH3:21])[C:15]([CH:13]1[CH2:12][CH2:11][C:10]2[C:3]3[C:2]([NH:24][C:25]4[C:34]([O:35][CH3:36])=[CH:33][C:28]5[NH:29][C:30](=[O:32])[S:31][C:27]=5[CH:26]=4)=[N:7][CH:6]=[N:5][C:4]=3[S:8][C:9]=2[CH2:14]1)=[O:16])[CH3:23], predict the reactants needed to synthesize it. The reactants are: Cl[C:2]1[C:3]2[C:10]3[CH2:11][CH2:12][CH:13]([C:15]([N:17]([CH2:22][CH3:23])[CH2:18][CH2:19][O:20][CH3:21])=[O:16])[CH2:14][C:9]=3[S:8][C:4]=2[N:5]=[CH:6][N:7]=1.[NH2:24][C:25]1[C:34]([O:35][CH3:36])=[CH:33][C:28]2[NH:29][C:30](=[O:32])[S:31][C:27]=2[CH:26]=1.